Dataset: Peptide-MHC class II binding affinity with 134,281 pairs from IEDB. Task: Regression. Given a peptide amino acid sequence and an MHC pseudo amino acid sequence, predict their binding affinity value. This is MHC class II binding data. (1) The MHC is DRB3_0101 with pseudo-sequence DRB3_0101. The binding affinity (normalized) is 0.237. The peptide sequence is SCIAIGIITLYLGAVVQA. (2) The MHC is DRB1_1501 with pseudo-sequence DRB1_1501. The binding affinity (normalized) is 0.722. The peptide sequence is KMIGGIGGFIKVRQYDQISI.